From a dataset of hERG potassium channel inhibition data for cardiac toxicity prediction from Karim et al.. Regression/Classification. Given a drug SMILES string, predict its toxicity properties. Task type varies by dataset: regression for continuous values (e.g., LD50, hERG inhibition percentage) or binary classification for toxic/non-toxic outcomes (e.g., AMES mutagenicity, cardiotoxicity, hepatotoxicity). Dataset: herg_karim. (1) The compound is C[C@@H]1CCCCN1CCCNCc1ccc(CNCCCN2CCCC[C@H]2C)cc1. The result is 0 (non-blocker). (2) The drug is CSc1ccccc1C(=O)N(CC1CCC1)[C@H]1CCNC1. The result is 0 (non-blocker). (3) The drug is COc1cc(N)c(Cl)cc1C(=O)N[C@@H]1CCN2CCC[C@@H]1C2. The result is 1 (blocker). (4) The drug is CCOCCn1c(C2CCCN(C3CCCCC3)C2)nc2ccccc21. The result is 0 (non-blocker). (5) The molecule is COc1cccc2c1C(=O)c1c(O)c3c(c(O)c1C2=O)C[C@@](O)(C(=O)CO)C[C@@H]3O[C@H]1C[C@H](N)[C@H](O)[C@H](C)O1. The result is 0 (non-blocker).